This data is from Full USPTO retrosynthesis dataset with 1.9M reactions from patents (1976-2016). The task is: Predict the reactants needed to synthesize the given product. (1) Given the product [Cl:1][C:2]1[CH:3]=[C:4]([NH:10][C:11]2[N:12]=[C:13]([C:18]3[CH:23]=[CH:22][CH:21]=[CH:20][CH:19]=3)[CH:14]=[C:15]([N:24]3[CH2:29][CH2:28][NH:27][CH2:26][CH2:25]3)[N:16]=2)[CH:5]=[CH:6][C:7]=1[O:8][CH3:9], predict the reactants needed to synthesize it. The reactants are: [Cl:1][C:2]1[CH:3]=[C:4]([NH:10][C:11]2[N:16]=[C:15](Cl)[CH:14]=[C:13]([C:18]3[CH:23]=[CH:22][CH:21]=[CH:20][CH:19]=3)[N:12]=2)[CH:5]=[CH:6][C:7]=1[O:8][CH3:9].[NH:24]1[CH2:29][CH2:28][NH:27][CH2:26][CH2:25]1. (2) Given the product [Cl:7][C:8]1[CH:16]=[C:15]2[C:11]([CH2:12][CH2:13][C@H:14]2[OH:17])=[CH:10][CH:9]=1, predict the reactants needed to synthesize it. The reactants are: B.O1CCCC1.[Cl:7][C:8]1[CH:16]=[C:15]2[C:11]([CH2:12][CH2:13][C:14]2=[O:17])=[CH:10][CH:9]=1. (3) Given the product [CH:1]([C:4]1[CH:5]=[CH:6][C:7]([O:13][CH3:14])=[C:8]([C:20]2[CH:21]=[CH:16][CH:17]=[C:18]([CH:22]([C:27]3[O:28][C:29]([CH3:32])=[N:30][N:31]=3)[CH2:23][C:24]([OH:26])=[O:25])[CH:19]=2)[CH:9]=1)([CH3:3])[CH3:2], predict the reactants needed to synthesize it. The reactants are: [CH:1]([C:4]1[CH:5]=[CH:6][C:7]([O:13][CH3:14])=[C:8](B(O)O)[CH:9]=1)([CH3:3])[CH3:2].Br[C:16]1[CH:17]=[C:18]([CH:22]([C:27]2[O:28][C:29]([CH3:32])=[N:30][N:31]=2)[CH2:23][C:24]([OH:26])=[O:25])[CH:19]=[CH:20][CH:21]=1. (4) Given the product [NH:11]([C:2]1[CH:7]=[CH:6][C:5]([O:8][CH3:9])=[CH:4][N:3]=1)[NH2:12], predict the reactants needed to synthesize it. The reactants are: Cl[C:2]1[CH:7]=[CH:6][C:5]([O:8][CH3:9])=[CH:4][N:3]=1.O.[NH2:11][NH2:12]. (5) The reactants are: [CH3:1][C:2]1[CH:3]=[C:4]2[C:9](=[CH:10][CH:11]=1)[N:8]=[CH:7][N:6]=[CH:5]2.[Se](=O)=[O:13]. Given the product [N:8]1[C:9]2[C:4](=[CH:3][C:2]([CH:1]=[O:13])=[CH:11][CH:10]=2)[CH:5]=[N:6][CH:7]=1, predict the reactants needed to synthesize it. (6) The reactants are: Br[C:2]1[C:3]([NH:9][CH:10]([CH2:13][CH3:14])[CH2:11][CH3:12])=[N:4][C:5]([Cl:8])=[N:6][CH:7]=1.[CH2:15]([Sn](CCCC)(CCCC)C#CC)[CH2:16][CH2:17]C. Given the product [Cl:8][C:5]1[N:4]=[C:3]([NH:9][CH:10]([CH2:13][CH3:14])[CH2:11][CH3:12])[C:2]([C:15]#[C:16][CH3:17])=[CH:7][N:6]=1, predict the reactants needed to synthesize it. (7) Given the product [CH3:18][N:19]([CH3:20])[CH2:11][CH2:10][C:8]1[S:7][C:6]2[CH:17]=[C:2]([CH3:1])[CH:3]=[CH:4][C:5]=2[CH:9]=1, predict the reactants needed to synthesize it. The reactants are: [CH3:1][C:2]1[CH:3]=[CH:4][C:5]2[CH:9]=[C:8]([CH2:10][CH2:11]OS(C)(=O)=O)[S:7][C:6]=2[CH:17]=1.[CH3:18][NH:19][CH3:20]. (8) Given the product [CH3:23][C:20]1([CH3:24])[CH2:19][C:18]2[CH:17]=[CH:16][CH:15]=[C:14]([NH:13][C:6]3[CH:5]=[CH:4][C:3]4[C:2]([NH:32][CH2:31][C:27]5[CH:26]=[N:25][CH:30]=[CH:29][CH:28]=5)=[CH:11][CH:10]=[CH:9][C:8]=4[N:7]=3)[C:22]=2[O:21]1, predict the reactants needed to synthesize it. The reactants are: I[C:2]1[CH:11]=[CH:10][CH:9]=[C:8]2[C:3]=1[CH:4]=[CH:5][C:6](Cl)=[N:7]2.[NH2:13][C:14]1[C:22]2[O:21][C:20]([CH3:24])([CH3:23])[CH2:19][C:18]=2[CH:17]=[CH:16][CH:15]=1.[N:25]1[CH:30]=[CH:29][CH:28]=[C:27]([CH2:31][NH2:32])[CH:26]=1.